From a dataset of Forward reaction prediction with 1.9M reactions from USPTO patents (1976-2016). Predict the product of the given reaction. (1) Given the reactants C1C2C(=CC(C(OC)=O)=CC=2)C=CC=1C(OC)=O.[C:19]([O:29]C)(=[O:28])[CH2:20][CH2:21][CH2:22][CH2:23][C:24]([O:26]C)=[O:25].[OH:31][C:32]1[CH:37]=[CH:36][C:35]([C:38]([C:41]2[CH:46]=[CH:45][C:44]([OH:47])=[CH:43][CH:42]=2)([CH3:40])[CH3:39])=[CH:34][CH:33]=1.O=[Sb]O[Sb]=O.P(OC)(OC)(OC)=O, predict the reaction product. The product is: [C:19]([OH:29])(=[O:28])[CH2:20][CH2:21][CH2:22][CH2:23][C:24]([OH:26])=[O:25].[OH:31][C:32]1[CH:33]=[CH:34][C:35]([C:38]([C:41]2[CH:42]=[CH:43][C:44]([OH:47])=[CH:45][CH:46]=2)([CH3:40])[CH3:39])=[CH:36][CH:37]=1. (2) Given the reactants [CH2:1]([O:3][C:4](=[O:19])[C:5]([O:8][C:9]1[CH:14]=[CH:13][C:12]([N+:15]([O-])=O)=[C:11]([F:18])[CH:10]=1)([CH3:7])[CH3:6])[CH3:2].[H][H].C(OCC)(=O)C, predict the reaction product. The product is: [CH2:1]([O:3][C:4](=[O:19])[C:5]([O:8][C:9]1[CH:14]=[CH:13][C:12]([NH2:15])=[C:11]([F:18])[CH:10]=1)([CH3:7])[CH3:6])[CH3:2]. (3) Given the reactants C(=NN[C:16]1[CH:17]=[C:18]([CH2:37][N:38]([CH3:40])[CH3:39])[S:19][C:20]=1[CH:21]=[N:22][N:23]=C(C1C=CC=CC=1)C1C=CC=CC=1)(C1C=CC=CC=1)C1C=CC=CC=1.Cl.O.C(=O)([O-])[O-].[Na+].[Na+], predict the reaction product. The product is: [CH3:40][N:38]([CH3:39])[CH2:37][C:18]1[S:19][C:20]2[CH:21]=[N:22][NH:23][C:16]=2[CH:17]=1. (4) The product is: [NH2:1][C:2]1[C:3]([C:16]2[CH:17]=[CH:18][CH:19]=[CH:20][CH:21]=2)=[N+:4]([O-:30])[CH:5]=[CH:6][C:7]=1[C:8]([C:10]1[CH:15]=[CH:14][CH:13]=[CH:12][CH:11]=1)=[O:9]. Given the reactants [NH2:1][C:2]1[C:3]([C:16]2[CH:21]=[CH:20][CH:19]=[CH:18][CH:17]=2)=[N:4][CH:5]=[CH:6][C:7]=1[C:8]([C:10]1[CH:15]=[CH:14][CH:13]=[CH:12][CH:11]=1)=[O:9].ClC1C=CC=C(C(OO)=[O:30])C=1, predict the reaction product. (5) The product is: [C:3]([C:5]1[CH2:14][C:13](=[O:15])[C:12]2[C:7](=[CH:8][C:9]([CH3:17])=[C:10]([Cl:16])[CH:11]=2)[N:6]=1)([OH:4])=[O:2]. Given the reactants C[O:2][C:3]([C:5]1[CH2:14][C:13](=[O:15])[C:12]2[C:7](=[CH:8][C:9]([CH3:17])=[C:10]([Cl:16])[CH:11]=2)[N:6]=1)=[O:4].[OH-].[Li+], predict the reaction product.